Dataset: Forward reaction prediction with 1.9M reactions from USPTO patents (1976-2016). Task: Predict the product of the given reaction. (1) Given the reactants [NH2:1][C:2]1[C:3]([C:12]([OH:14])=[O:13])=[CH:4][C:5]2[C:10]([CH:11]=1)=[CH:9][CH:8]=[CH:7][CH:6]=2.[CH3:15][C:16]1[CH:21]=[CH:20][CH:19]=[C:18]([CH3:22])[C:17]=1[N:23]=[C:24]=[O:25].Cl, predict the reaction product. The product is: [CH3:22][C:18]1[CH:19]=[CH:20][CH:21]=[C:16]([CH3:15])[C:17]=1[NH:23][C:24]([NH:1][C:2]1[C:3]([C:12]([OH:14])=[O:13])=[CH:4][C:5]2[C:10]([CH:11]=1)=[CH:9][CH:8]=[CH:7][CH:6]=2)=[O:25]. (2) Given the reactants Cl[CH2:2][C:3]1[C:4]([S:9][CH:10]2[CH2:13][CH2:12][CH2:11]2)=[N:5][CH:6]=[CH:7][CH:8]=1.C[O:15][C:16](=[O:27])[CH2:17][CH2:18][C:19]1[CH:24]=[CH:23][C:22]([OH:25])=[C:21]([F:26])[CH:20]=1, predict the reaction product. The product is: [CH:10]1([S:9][C:4]2[C:3]([CH2:2][O:25][C:22]3[CH:23]=[CH:24][C:19]([CH2:18][CH2:17][C:16]([OH:27])=[O:15])=[CH:20][C:21]=3[F:26])=[CH:8][CH:7]=[CH:6][N:5]=2)[CH2:13][CH2:12][CH2:11]1. (3) Given the reactants [C:1]([N:8]1[CH2:13][C@@H:12]2[CH2:14][C@H:9]1[CH2:10][NH:11]2)([O:3][C:4]([CH3:7])([CH3:6])[CH3:5])=[O:2].Br[C:16]1[CH:21]=[CH:20][CH:19]=[CH:18][N:17]=1.CC(C)([O-])C.[Na+], predict the reaction product. The product is: [N:17]1[CH:18]=[CH:19][CH:20]=[CH:21][C:16]=1[N:11]1[CH2:10][C@@H:9]2[CH2:14][C@H:12]1[CH2:13][N:8]2[C:1]([O:3][C:4]([CH3:7])([CH3:6])[CH3:5])=[O:2].